From a dataset of Forward reaction prediction with 1.9M reactions from USPTO patents (1976-2016). Predict the product of the given reaction. Given the reactants [Cl:1][C:2]1[CH:7]=[CH:6][C:5]([N:8]2C(=O)C3[CH:15]=[N:16][N:17]([C:18]4[CH:19]=[C:20]([CH:23]=[CH:24][CH:25]=4)[C:21]#[N:22])[C:11]=3[N:10]=[C:9]2[C:26]2[CH:31]=[CH:30][C:29](B3OC(C)(C)C(C)(C)O3)=[CH:28][CH:27]=2)=[CH:4][CH:3]=1.[C:41]([O-:44])(=O)[CH3:42].[Na+].C(O[C:50](=O)[CH3:51])(=O)C, predict the reaction product. The product is: [NH2:10][C:9]1[N:8]=[CH:51][C:50]([C:29]2[CH:30]=[CH:31][C:26]([C:9]3[N:8]([C:5]4[CH:4]=[CH:3][C:2]([Cl:1])=[CH:7][CH:6]=4)[C:41](=[O:44])[C:42]4[CH:15]=[N:16][N:17]([C:18]5[CH:19]=[C:20]([CH:23]=[CH:24][CH:25]=5)[C:21]#[N:22])[C:11]=4[N:10]=3)=[CH:27][CH:28]=2)=[CH:27][CH:26]=1.